This data is from Forward reaction prediction with 1.9M reactions from USPTO patents (1976-2016). The task is: Predict the product of the given reaction. (1) Given the reactants [Br:1][C:2]1[C:7](Br)=[CH:6][C:5]([Cl:9])=[CH:4][N:3]=1.[Cl-].[Li+].C([Mg]Cl)(C)C.CN([CH:20]=[O:21])C, predict the reaction product. The product is: [Br:1][C:2]1[C:7]([CH2:20][OH:21])=[CH:6][C:5]([Cl:9])=[CH:4][N:3]=1. (2) Given the reactants C[O:2][C:3](=[O:17])[CH2:4][C:5]1[CH:10]=[CH:9][C:8]([O:11][CH3:12])=[CH:7][C:6]=1[NH:13][C:14](=[O:16])[CH3:15].[OH-].[Na+], predict the reaction product. The product is: [C:14]([NH:13][C:6]1[CH:7]=[C:8]([O:11][CH3:12])[CH:9]=[CH:10][C:5]=1[CH2:4][C:3]([OH:17])=[O:2])(=[O:16])[CH3:15]. (3) Given the reactants [CH3:1][O:2][C:3]([CH:5]1[CH:10]([C:11]([OH:13])=O)[CH:9]2[O:14][CH:6]1[CH2:7][CH2:8]2)=[O:4].ON1C2C=CC=CC=2N=N1.C(Cl)CCl.[CH3:29][N:30]1[CH2:35][CH2:34][NH:33][CH2:32][CH2:31]1, predict the reaction product. The product is: [CH3:1][O:2][C:3]([CH:5]1[CH:10]([C:11]([N:33]2[CH2:34][CH2:35][N:30]([CH3:29])[CH2:31][CH2:32]2)=[O:13])[CH:9]2[O:14][CH:6]1[CH2:7][CH2:8]2)=[O:4]. (4) Given the reactants [F:1][C:2]1[CH:7]=[C:6]([F:8])[C:5]([F:9])=[CH:4][C:3]=1[C:10]1[N:11]=[C:12]2[N:16]([CH:17]=1)[CH:15]=[CH:14][O:13]2.CN(C=O)C.C1C(=O)N([I:30])C(=O)C1, predict the reaction product. The product is: [I:30][C:17]1[N:16]2[C:12]([O:13][CH:14]=[CH:15]2)=[N:11][C:10]=1[C:3]1[CH:4]=[C:5]([F:9])[C:6]([F:8])=[CH:7][C:2]=1[F:1]. (5) Given the reactants NC1C=C(O)C=CC=1.NC1C=CC(O)=CC=1.[NH2:17][C:18]1[CH:32]=[CH:31][CH:30]=[CH:29][C:19]=1[CH2:20][NH:21][C:22]1[CH:23]=[C:24]([OH:28])[CH:25]=[CH:26][CH:27]=1, predict the reaction product. The product is: [NH2:17][C:18]1[CH:32]=[CH:31][CH:30]=[CH:29][C:19]=1[CH:20]=[N:21][C:22]1[CH:23]=[C:24]([OH:28])[CH:25]=[CH:26][CH:27]=1. (6) Given the reactants O[C:2]1[N:7]=[C:6]2[C:8]3[CH:9]=[CH:10][CH:11]=[CH:12][C:13]=3[C:14](=[O:15])[C:5]2=[N:4][C:3]=1[C:16]#[N:17].O=P(Cl)(Cl)[Cl:20], predict the reaction product. The product is: [Cl:20][C:2]1[N:7]=[C:6]2[C:8]3[CH:9]=[CH:10][CH:11]=[CH:12][C:13]=3[C:14](=[O:15])[C:5]2=[N:4][C:3]=1[C:16]#[N:17]. (7) The product is: [OH:13][CH2:12][CH2:11][CH2:10][CH2:9][NH:8][CH2:14][C:15]1[C:19]2[N:20]=[CH:21][NH:22][C:23](=[O:24])[C:18]=2[NH:17][CH:16]=1. Given the reactants C([N:8]([CH2:14][C:15]1[C:19]2[N:20]=[CH:21][NH:22][C:23](=[O:24])[C:18]=2[NH:17][CH:16]=1)[CH2:9][CH2:10][CH2:11][CH2:12][OH:13])C1C=CC=CC=1, predict the reaction product.